This data is from Peptide-MHC class II binding affinity with 134,281 pairs from IEDB. The task is: Regression. Given a peptide amino acid sequence and an MHC pseudo amino acid sequence, predict their binding affinity value. This is MHC class II binding data. (1) The peptide sequence is TGVAVSRGTAKLRWF. The MHC is HLA-DQA10201-DQB10301 with pseudo-sequence HLA-DQA10201-DQB10301. The binding affinity (normalized) is 0.616. (2) The peptide sequence is NNLDPMTNSGCATAL. The MHC is DRB1_0101 with pseudo-sequence DRB1_0101. The binding affinity (normalized) is 0.292. (3) The peptide sequence is SFSCIAIGIITLYLG. The MHC is DRB1_1501 with pseudo-sequence DRB1_1501. The binding affinity (normalized) is 0.677. (4) The peptide sequence is NIKDNVGKMEDYIKK. The MHC is HLA-DQA10102-DQB10602 with pseudo-sequence HLA-DQA10102-DQB10602. The binding affinity (normalized) is 0. (5) The peptide sequence is SSKLNKFISPKSVIG. The MHC is DRB1_0802 with pseudo-sequence DRB1_0802. The binding affinity (normalized) is 0.256. (6) The peptide sequence is GINTIPIAINEAEYV. The MHC is HLA-DPA10103-DPB10301 with pseudo-sequence HLA-DPA10103-DPB10301. The binding affinity (normalized) is 0.228.